This data is from Full USPTO retrosynthesis dataset with 1.9M reactions from patents (1976-2016). The task is: Predict the reactants needed to synthesize the given product. Given the product [NH2:16][CH2:15][C:14]1[CH:24]=[CH:25][C:11]([C:8]2[CH:9]=[C:10]3[C:2]([NH2:1])=[N:3][NH:4][C:5]3=[N:6][CH:7]=2)=[CH:12][CH:13]=1, predict the reactants needed to synthesize it. The reactants are: [NH2:1][C:2]1[C:10]2[C:5](=[N:6][CH:7]=[C:8]([C:11]3[CH:25]=[CH:24][C:14]([CH2:15][NH:16]C(=O)OC(C)(C)C)=[CH:13][CH:12]=3)[CH:9]=2)[NH:4][N:3]=1.Cl.